Task: Predict the reactants needed to synthesize the given product.. Dataset: Full USPTO retrosynthesis dataset with 1.9M reactions from patents (1976-2016) (1) Given the product [NH2:20][CH2:19][CH2:18][C:15]1[CH:16]=[CH:17][C:12]([O:11][CH2:10][C:9]([CH3:28])=[O:8])=[CH:13][CH:14]=1, predict the reactants needed to synthesize it. The reactants are: FC(F)(F)C(O)=O.[O:8]=[C:9]([CH3:28])[CH2:10][O:11][C:12]1[CH:17]=[CH:16][C:15]([CH2:18][CH2:19][NH:20]C(=O)OC(C)(C)C)=[CH:14][CH:13]=1. (2) Given the product [I:27][C:22]1[C:12]2[N:11]=[C:10]([C:7]3[CH:8]=[CH:9][C:4]([CH:1]([CH3:3])[CH3:2])=[CH:5][CH:6]=3)[N:14]([CH2:15][CH2:16][O:17][CH3:18])[C:13]=2[C:19]([O:25][CH3:26])=[CH:20][C:21]=1[C:23]#[N:24], predict the reactants needed to synthesize it. The reactants are: [CH:1]([C:4]1[CH:9]=[CH:8][C:7]([C:10]2[N:14]([CH2:15][CH2:16][O:17][CH3:18])[C:13]3[C:19]([O:25][CH3:26])=[CH:20][C:21]([C:23]#[N:24])=[CH:22][C:12]=3[N:11]=2)=[CH:6][CH:5]=1)([CH3:3])[CH3:2].[I:27]I.[OH-].[Na+]. (3) Given the product [ClH:1].[NH2:12][C@H:4]1[C:5]2[C:10](=[CH:9][CH:8]=[CH:7][CH:6]=2)[CH2:11][C@@H:3]1[CH3:2], predict the reactants needed to synthesize it. The reactants are: [ClH:1].[CH3:2][C@H:3]1[CH2:11][C:10]2[C:5](=[CH:6][CH:7]=[CH:8][CH:9]=2)[C@@H:4]1[NH:12]C(=O)COC. (4) Given the product [C:1]([O:5][C@@H:6]([C:12]1[C:13]([CH3:34])=[N:14][C:15]([CH3:33])=[C:16]([C:26]2[CH:27]=[CH:28][C:29]([O:47][CH2:46][CH2:45][C:36]3[CH:37]=[CH:38][C:39]4[C:44](=[CH:43][CH:42]=[CH:41][CH:40]=4)[CH:35]=3)=[CH:30][CH:31]=2)[C:17]=1[N:18]1[CH2:19][CH2:20][C:21]([CH3:25])([CH3:24])[CH2:22][CH2:23]1)[C:7]([OH:9])=[O:8])([CH3:4])([CH3:2])[CH3:3], predict the reactants needed to synthesize it. The reactants are: [C:1]([O:5][C@@H:6]([C:12]1[C:13]([CH3:34])=[N:14][C:15]([CH3:33])=[C:16]([C:26]2[CH:31]=[CH:30][C:29](O)=[CH:28][CH:27]=2)[C:17]=1[N:18]1[CH2:23][CH2:22][C:21]([CH3:25])([CH3:24])[CH2:20][CH2:19]1)[C:7]([O:9]CC)=[O:8])([CH3:4])([CH3:3])[CH3:2].[CH:35]1[C:44]2[C:39](=[CH:40][CH:41]=[CH:42][CH:43]=2)[CH:38]=[CH:37][C:36]=1[CH2:45][CH2:46][OH:47].C1C=CC(P(C2C=CC=CC=2)C2C=CC=CC=2)=CC=1.CCOC(/N=N/C(OCC)=O)=O.[OH-].[Na+]. (5) Given the product [ClH:34].[CH2:52]([N:54]([CH2:59][CH3:60])[CH2:55][CH2:56][N:57]([CH3:58])[C:4](=[O:6])[CH2:3][CH2:2][C:1]([O:8][CH:9]1[CH2:10][CH2:11][N:12]([C:15]2[S:16][C:17](/[CH:20]=[C:21](\[C:32]#[N:33])/[C:22]3[CH:27]=[CH:26][C:25]([O:28][CH3:29])=[C:24]([O:30][CH3:31])[CH:23]=3)=[CH:18][CH:19]=2)[CH2:13][CH2:14]1)=[O:7])[CH3:53], predict the reactants needed to synthesize it. The reactants are: [C:1]([O:8][CH:9]1[CH2:14][CH2:13][N:12]([C:15]2[S:16][C:17](/[CH:20]=[C:21](\[C:32]#[N:33])/[C:22]3[CH:27]=[CH:26][C:25]([O:28][CH3:29])=[C:24]([O:30][CH3:31])[CH:23]=3)=[CH:18][CH:19]=2)[CH2:11][CH2:10]1)(=[O:7])[CH2:2][CH2:3][C:4]([O-:6])=O.[Cl:34]C1N=C(OC)N=C(OC)N=1.CN1CCOCC1.[CH2:52]([N:54]([CH2:59][CH3:60])[CH2:55][CH2:56][NH:57][CH3:58])[CH3:53]. (6) Given the product [CH3:28][C:29]([CH3:34])([CH3:33])[CH2:30][CH2:31][NH:32][CH2:1][C:3]1[N:4]=[CH:5][C:6]([NH:9][C:10](=[O:27])[CH:11]([NH:15][C:16](=[O:26])[CH2:17][C:18]2[CH:23]=[C:22]([F:24])[CH:21]=[C:20]([F:25])[CH:19]=2)[CH2:12][CH2:13][CH3:14])=[N:7][CH:8]=1, predict the reactants needed to synthesize it. The reactants are: [CH:1]([C:3]1[N:4]=[CH:5][C:6]([NH:9][C:10](=[O:27])[CH:11]([NH:15][C:16](=[O:26])[CH2:17][C:18]2[CH:23]=[C:22]([F:24])[CH:21]=[C:20]([F:25])[CH:19]=2)[CH2:12][CH2:13][CH3:14])=[N:7][CH:8]=1)=O.[CH3:28][C:29]([CH3:34])([CH3:33])[CH2:30][CH2:31][NH2:32].S([O-])([O-])(=O)=O.[Na+].[Na+].C([BH3-])#N.[Na+].